Predict the product of the given reaction. From a dataset of Forward reaction prediction with 1.9M reactions from USPTO patents (1976-2016). (1) Given the reactants Br[C:2]1[C:7]([O:8][CH:9]([C:16]2[CH:17]=[N:18][CH:19]=[CH:20][CH:21]=2)[C:10]2[CH:11]=[N:12][CH:13]=[CH:14][CH:15]=2)=[CH:6][CH:5]=[CH:4][N:3]=1.[O:22]1[C:27]2[CH:28]=[CH:29][CH:30]=[CH:31][C:26]=2[NH:25][CH2:24][CH2:23]1.CC(C)([O-])C.[Na+], predict the reaction product. The product is: [N:12]1[CH:13]=[CH:14][CH:15]=[C:10]([CH:9]([C:16]2[CH:17]=[N:18][CH:19]=[CH:20][CH:21]=2)[O:8][C:7]2[C:2]([N:25]3[C:26]4[CH:31]=[CH:30][CH:29]=[CH:28][C:27]=4[O:22][CH2:23][CH2:24]3)=[N:3][CH:4]=[CH:5][CH:6]=2)[CH:11]=1. (2) Given the reactants [Cl:1][C:2]1[CH:3]=[C:4]2[C:8](=[CH:9][CH:10]=1)[N:7]([C:11]1[N:15]([CH3:16])[N:14]=[C:13]([CH3:17])[C:12]=1[CH2:18][O:19][CH2:20][CH:21](OCC)[O:22]CC)[CH:6]=[CH:5]2.Cl.O, predict the reaction product. The product is: [Cl:1][C:2]1[CH:3]=[C:4]2[C:8](=[CH:9][CH:10]=1)[N:7]([C:11]1[N:15]([CH3:16])[N:14]=[C:13]([CH3:17])[C:12]=1[CH2:18][O:19][CH2:20][CH:21]=[O:22])[CH:6]=[CH:5]2.